This data is from Full USPTO retrosynthesis dataset with 1.9M reactions from patents (1976-2016). The task is: Predict the reactants needed to synthesize the given product. (1) Given the product [CH3:12][C:3]1[C:4]2[CH2:8][O:7][C:6](=[O:9])[C:5]=2[CH:10]=[CH:11][C:2]=1[CH2:15][CH:14]=[CH2:13], predict the reactants needed to synthesize it. The reactants are: Br[C:2]1[CH:11]=[CH:10][C:5]2[C:6](=[O:9])[O:7][CH2:8][C:4]=2[C:3]=1[CH3:12].[CH2:13]([Sn](CCCC)(CCCC)CCCC)[CH:14]=[CH2:15].[Li+].[Cl-]. (2) Given the product [Cl:1][C:2]1[CH:3]=[C:4]([CH:8]=[CH:9][CH:10]=1)[C:5]([N:31]1[CH2:30][CH2:29][C:28]2[C:33](=[CH:34][C:25]([C:23]3[CH:24]=[C:19]([N:16]4[CH2:15][CH2:14][N:13]([CH3:12])[CH2:18][CH2:17]4)[N:20]=[C:21]([NH2:35])[N:22]=3)=[CH:26][CH:27]=2)[CH2:32]1)=[O:6], predict the reactants needed to synthesize it. The reactants are: [Cl:1][C:2]1[CH:3]=[C:4]([CH:8]=[CH:9][CH:10]=1)[C:5](Cl)=[O:6].Cl.[CH3:12][N:13]1[CH2:18][CH2:17][N:16]([C:19]2[CH:24]=[C:23]([C:25]3[CH:34]=[C:33]4[C:28]([CH2:29][CH2:30][NH:31][CH2:32]4)=[CH:27][CH:26]=3)[N:22]=[C:21]([NH2:35])[N:20]=2)[CH2:15][CH2:14]1.